This data is from CYP2C9 inhibition data for predicting drug metabolism from PubChem BioAssay. The task is: Regression/Classification. Given a drug SMILES string, predict its absorption, distribution, metabolism, or excretion properties. Task type varies by dataset: regression for continuous measurements (e.g., permeability, clearance, half-life) or binary classification for categorical outcomes (e.g., BBB penetration, CYP inhibition). Dataset: cyp2c9_veith. The drug is O=C1[C@H]2CC[C@@H]3/C(=N\OC[C@@H](O)COCc4ccco4)C[C@@H](O)[C@@H](O)[C@@H]3[C@@H]2C(=O)N1C[C@@H]1CCCO1. The result is 0 (non-inhibitor).